From a dataset of Full USPTO retrosynthesis dataset with 1.9M reactions from patents (1976-2016). Predict the reactants needed to synthesize the given product. (1) Given the product [CH:1]([N:14]1[CH2:15][CH2:16][N:17]([CH2:20][C:21]([OH:23])=[O:22])[CH2:18][CH2:19]1)([C:2]1[CH:7]=[CH:6][CH:5]=[CH:4][CH:3]=1)[C:8]1[CH:9]=[CH:10][CH:11]=[CH:12][CH:13]=1, predict the reactants needed to synthesize it. The reactants are: [CH:1]([N:14]1[CH2:19][CH2:18][N:17]([CH2:20][C:21]([O:23]CC)=[O:22])[CH2:16][CH2:15]1)([C:8]1[CH:13]=[CH:12][CH:11]=[CH:10][CH:9]=1)[C:2]1[CH:7]=[CH:6][CH:5]=[CH:4][CH:3]=1.O[Li].O.O.O. (2) Given the product [CH:1]1[C:9]2[C:8]3[CH2:10][CH2:11][CH2:12][CH2:13][CH2:14][CH2:15][C:7]=3[O:6][C:5]=2[CH:4]=[CH:3][C:2]=1[NH:16][C:17](=[O:19])[CH3:18], predict the reactants needed to synthesize it. The reactants are: [CH:1]1[C:9]2[C:8]3[CH2:10][CH2:11][CH2:12][CH2:13][CH2:14][CH2:15][C:7]=3[O:6][C:5]=2[CH:4]=[CH:3][C:2]=1[NH2:16].[C:17](Cl)(=[O:19])[CH3:18]. (3) Given the product [Br:8][CH2:9][CH2:10][N:3]1[C:4](=[O:6])[CH2:5][S:1][C:2]1=[O:7], predict the reactants needed to synthesize it. The reactants are: [S:1]1[CH2:5][C:4](=[O:6])[NH:3][C:2]1=[O:7].[Br:8][CH2:9][CH2:10]O.C1(P(C2C=CC=CC=2)C2C=CC=CC=2)C=CC=CC=1.CC(OC(/N=N/C(OC(C)C)=O)=O)C.